From a dataset of Forward reaction prediction with 1.9M reactions from USPTO patents (1976-2016). Predict the product of the given reaction. (1) Given the reactants [F:1][C:2]([F:51])([F:50])[C:3]1[CH:4]=[C:5]([CH:43]=[C:44]([C:46]([F:49])([F:48])[F:47])[CH:45]=1)[CH2:6][N:7]([CH2:22][C:23]1[CH:28]=[C:27]([C:29]([F:32])([F:31])[F:30])[CH:26]=[CH:25][C:24]=1[C:33]1[C:38]([O:39][CH3:40])=[CH:37][N:36]=[C:35]([O:41][CH3:42])[N:34]=1)[C:8]1[N:13]=[CH:12][C:11]([O:14][CH2:15][CH2:16][CH2:17][C:18]([O:20]C)=[O:19])=[CH:10][N:9]=1.[OH-].[Na+].Cl.C(OCC)(=O)C, predict the reaction product. The product is: [F:51][C:2]([F:1])([F:50])[C:3]1[CH:4]=[C:5]([CH:43]=[C:44]([C:46]([F:47])([F:49])[F:48])[CH:45]=1)[CH2:6][N:7]([CH2:22][C:23]1[CH:28]=[C:27]([C:29]([F:30])([F:31])[F:32])[CH:26]=[CH:25][C:24]=1[C:33]1[C:38]([O:39][CH3:40])=[CH:37][N:36]=[C:35]([O:41][CH3:42])[N:34]=1)[C:8]1[N:9]=[CH:10][C:11]([O:14][CH2:15][CH2:16][CH2:17][C:18]([OH:20])=[O:19])=[CH:12][N:13]=1. (2) Given the reactants [CH:1]12[N:7]([CH2:8][CH2:9][O:10][C:11]3[CH:16]=[CH:15][C:14]([NH2:17])=[CH:13][C:12]=3[C:18]3[N:19]([CH3:24])[N:20]=[CH:21][C:22]=3[Br:23])[CH:4]([CH2:5][CH2:6]1)[CH2:3][CH2:2]2.C1C([N+]([O-])=O)=CC=C([Cl-][C:35]([O-])=[O:36])C=1.[F:38][C:39]1[CH:46]=[C:45]([F:47])[CH:44]=[CH:43][C:40]=1[CH2:41][NH2:42].C(N(CC)C(C)C)(C)C, predict the reaction product. The product is: [CH:4]12[N:7]([CH2:8][CH2:9][O:10][C:11]3[CH:16]=[CH:15][C:14]([NH:17][C:35]([NH:42][CH2:41][C:40]4[CH:43]=[CH:44][C:45]([F:47])=[CH:46][C:39]=4[F:38])=[O:36])=[CH:13][C:12]=3[C:18]3[N:19]([CH3:24])[N:20]=[CH:21][C:22]=3[Br:23])[CH:1]([CH2:2][CH2:3]1)[CH2:6][CH2:5]2. (3) Given the reactants [NH2:1][C@H:2]([C:5]1[N:14]([C:15]2[CH:20]=[CH:19][CH:18]=[C:17]([F:21])[CH:16]=2)[C:13](=[O:22])[C:12]2[C:7](=[CH:8][CH:9]=[CH:10][C:11]=2[Cl:23])[N:6]=1)[CH2:3][CH3:4].Cl[C:25]1[N:30]=[CH:29][N:28]=[C:27]([NH2:31])[C:26]=1[C:32]1[N:33]=[N:34][N:35]([CH3:37])[N:36]=1.CCN(C(C)C)C(C)C, predict the reaction product. The product is: [NH2:31][C:27]1[N:28]=[CH:29][N:30]=[C:25]([NH:1][C@H:2]([C:5]2[N:14]([C:15]3[CH:20]=[CH:19][CH:18]=[C:17]([F:21])[CH:16]=3)[C:13](=[O:22])[C:12]3[C:7](=[CH:8][CH:9]=[CH:10][C:11]=3[Cl:23])[N:6]=2)[CH2:3][CH3:4])[C:26]=1[C:32]1[N:33]=[N:34][N:35]([CH3:37])[N:36]=1. (4) Given the reactants [Si:1]([O:8][CH2:9][CH2:10][C:11]([C:16]1[CH:21]=[CH:20][CH:19]=[CH:18][CH:17]=1)([OH:15])[CH2:12][CH2:13]Cl)([C:4]([CH3:7])([CH3:6])[CH3:5])([CH3:3])[CH3:2].[N-:22]=[N+:23]=[N-:24].[Na+], predict the reaction product. The product is: [N:22]([CH2:13][CH2:12][C:11]([C:16]1[CH:21]=[CH:20][CH:19]=[CH:18][CH:17]=1)([OH:15])[CH2:10][CH2:9][O:8][Si:1]([C:4]([CH3:7])([CH3:6])[CH3:5])([CH3:3])[CH3:2])=[N+:23]=[N-:24]. (5) Given the reactants CC([N:5]([CH:9]1[CH2:14][CH2:13][N:12]([CH2:15][CH2:16][C:17]2[C:26]3[N:25]([CH3:27])[C:24](=[O:28])[CH:23]=[CH:22][C:21]=3[N:20]=[CH:19][C:18]=2[Cl:29])[CH2:11][CH2:10]1)C(=O)[O-])(C)C.[ClH:30], predict the reaction product. The product is: [ClH:29].[ClH:30].[NH2:5][CH:9]1[CH2:14][CH2:13][N:12]([CH2:15][CH2:16][C:17]2[C:18]([Cl:29])=[CH:19][N:20]=[C:21]3[C:26]=2[N:25]([CH3:27])[C:24](=[O:28])[CH:23]=[CH:22]3)[CH2:11][CH2:10]1.